This data is from Full USPTO retrosynthesis dataset with 1.9M reactions from patents (1976-2016). The task is: Predict the reactants needed to synthesize the given product. (1) The reactants are: C([O:5][C:6]([CH:8]1[CH2:11][N:10]([C:12]2[C:22]([Cl:23])=[C:21]([NH2:24])[C:15]([C:16]([O:18][CH2:19][CH3:20])=[O:17])=[CH:14][N:13]=2)[CH2:9]1)=[O:7])(C)(C)C. Given the product [ClH:23].[NH2:24][C:21]1[C:15]([C:16]([O:18][CH2:19][CH3:20])=[O:17])=[CH:14][N:13]=[C:12]([N:10]2[CH2:9][CH:8]([C:6]([OH:7])=[O:5])[CH2:11]2)[C:22]=1[Cl:23], predict the reactants needed to synthesize it. (2) Given the product [Cl:1][C:2]1[CH:7]=[C:6]([Cl:8])[CH:5]=[CH:4][C:3]=1[N:9]1[C:13]([C:14]2[CH:19]=[CH:18][C:17]([O:20][CH2:30][CH2:29][C:28]([F:33])([F:32])[F:27])=[CH:16][CH:15]=2)=[C:12]([CH3:21])[C:11]([C:22]([O:24][CH2:25][CH3:26])=[O:23])=[N:10]1, predict the reactants needed to synthesize it. The reactants are: [Cl:1][C:2]1[CH:7]=[C:6]([Cl:8])[CH:5]=[CH:4][C:3]=1[N:9]1[C:13]([C:14]2[CH:19]=[CH:18][C:17]([OH:20])=[CH:16][CH:15]=2)=[C:12]([CH3:21])[C:11]([C:22]([O:24][CH2:25][CH3:26])=[O:23])=[N:10]1.[F:27][C:28]([F:33])([F:32])[CH2:29][CH2:30]O.C1(P(C2C=CC=CC=2)C2C=CC=CC=2)C=CC=CC=1.CCOC(/N=N/C(OCC)=O)=O.